This data is from Reaction yield outcomes from USPTO patents with 853,638 reactions. The task is: Predict the reaction yield, written as a fraction of the theoretical maximum amount of product (1.0 means a 100% yield; for example, 0.34 means a 34% yield). (1) The reactants are [CH3:1][C:2]1([CH3:18])[C:6]([CH3:8])([CH3:7])[O:5][B:4]([C:9]2[CH:14]=[CH:13][C:12]([CH2:15][C:16]#[N:17])=[CH:11][CH:10]=2)[O:3]1.C[Si]([N-][Si](C)(C)C)(C)C.[Na+].I[CH2:30][CH2:31][CH2:32]I. The catalyst is C1COCC1. The product is [CH3:8][C:6]1([CH3:7])[C:2]([CH3:18])([CH3:1])[O:3][B:4]([C:9]2[CH:14]=[CH:13][C:12]([C:15]3([C:16]#[N:17])[CH2:32][CH2:31][CH2:30]3)=[CH:11][CH:10]=2)[O:5]1. The yield is 0.470. (2) The yield is 0.850. The product is [ClH:2].[Cl:15][C:11]1[CH:10]=[C:9]([C:7]2[N:6]=[C:5]3[CH2:16][CH2:17][CH2:18][C:4]3=[C:3]([NH:19][C:20]3[N:25]=[CH:24][C:23]([CH2:26][C:27]([O:29][CH2:30][CH3:31])=[O:28])=[CH:22][CH:21]=3)[CH:8]=2)[CH:14]=[CH:13][CH:12]=1. No catalyst specified. The reactants are Cl.[Cl:2][C:3]1[CH:8]=[C:7]([C:9]2[CH:14]=[CH:13][CH:12]=[C:11]([Cl:15])[CH:10]=2)[N:6]=[C:5]2[CH2:16][CH2:17][CH2:18][C:4]=12.[NH2:19][C:20]1[N:25]=[CH:24][C:23]([CH2:26][C:27]([O:29][CH2:30][CH3:31])=[O:28])=[CH:22][CH:21]=1. (3) The reactants are [Br:1][C:2]1[CH:3]=[C:4]2[C:8](=[CH:9][CH:10]=1)[NH:7][C:6](=[O:11])[C:5]2([OH:13])[CH3:12].[CH3:14]C(C)([O-])C.[K+].COS(C1C=CC(C)=CC=1)(=O)=O.[Cl-].[NH4+]. The catalyst is CN(C=O)C. The product is [Br:1][C:2]1[CH:3]=[C:4]2[C:8](=[CH:9][CH:10]=1)[NH:7][C:6](=[O:11])[C:5]2([O:13][CH3:14])[CH3:12]. The yield is 0.530. (4) The reactants are F.F.F.C(N(CC)CC)C.[Si]([O:28][CH2:29][C@H:30]1[O:34][C@@H:33]([N:35]2[CH:42]=[C:41]([CH3:43])[C:39](=[O:40])[NH:38][C:36]2=[O:37])[C@H:32]([O:44][CH2:45][CH2:46][O:47][N:48]([CH3:50])[CH3:49])[C@@H:31]1[OH:51])(C(C)(C)C)(C1C=CC=CC=1)C1C=CC=CC=1.CO. The catalyst is C1COCC1.C(Cl)Cl. The product is [CH3:49][N:48]([CH3:50])[O:47][CH2:46][CH2:45][O:44][C@@H:32]1[C@H:31]([OH:51])[C@@H:30]([CH2:29][OH:28])[O:34][C@H:33]1[N:35]1[CH:42]=[C:41]([CH3:43])[C:39](=[O:40])[NH:38][C:36]1=[O:37]. The yield is 0.925. (5) The reactants are Br[C:2]1[CH:3]=[C:4]([C:8]2[N:9]=[C:10]([C:16]([NH2:18])=[O:17])[N:11]3[CH2:15][CH2:14][NH:13][C:12]=23)[CH:5]=[CH:6][CH:7]=1.[C:19]([C@:21]1([OH:28])[CH2:25][CH2:24][N:23]([CH3:26])[C:22]1=[O:27])#[CH:20]. No catalyst specified. The product is [OH:28][C@@:21]1([C:19]#[C:20][C:2]2[CH:3]=[C:4]([C:8]3[N:9]=[C:10]([C:16]([NH2:18])=[O:17])[N:11]4[CH2:15][CH2:14][NH:13][C:12]=34)[CH:5]=[CH:6][CH:7]=2)[CH2:25][CH2:24][N:23]([CH3:26])[C:22]1=[O:27]. The yield is 0.0400. (6) The reactants are [Br:1][C:2]1[CH:3]=[C:4]([NH:8][C:9]2[C:10]3[CH:18]=[C:17]([S:19]([CH2:22][CH2:23]O)(=[O:21])=[O:20])[N:16]=[CH:15][C:11]=3[N:12]=[CH:13][N:14]=2)[CH:5]=[CH:6][CH:7]=1.C(N(CC)CC)C.CS(Cl)(=O)=O. The catalyst is ClCCl. The product is [Br:1][C:2]1[CH:3]=[C:4]([NH:8][C:9]2[C:10]3[CH:18]=[C:17]([S:19]([CH:22]=[CH2:23])(=[O:21])=[O:20])[N:16]=[CH:15][C:11]=3[N:12]=[CH:13][N:14]=2)[CH:5]=[CH:6][CH:7]=1. The yield is 0.440. (7) The yield is 0.570. The catalyst is CO. The product is [Cl:3][C:4]1[CH:9]=[CH:8][C:7]([C:10]2[CH:15]=[CH:14][CH:13]=[CH:12][C:11]=2[C@H:16]([O:34][P:35]([O:37][CH3:38])([O:39][CH3:40])=[O:36])[CH:17]2[CH2:22][CH2:21][N:20]([C:23]3[CH:33]=[CH:32][C:26]([C:27]([OH:29])=[O:28])=[CH:25][CH:24]=3)[CH2:19][CH2:18]2)=[CH:6][CH:5]=1. The reactants are [OH-].[Li+].[Cl:3][C:4]1[CH:9]=[CH:8][C:7]([C:10]2[CH:15]=[CH:14][CH:13]=[CH:12][C:11]=2[C@H:16]([O:34][P:35]([O:39][CH3:40])([O:37][CH3:38])=[O:36])[CH:17]2[CH2:22][CH2:21][N:20]([C:23]3[CH:33]=[CH:32][C:26]([C:27]([O:29]CC)=[O:28])=[CH:25][CH:24]=3)[CH2:19][CH2:18]2)=[CH:6][CH:5]=1.C1COCC1.O. (8) The reactants are [NH:1]1[CH2:4][CH:3]([NH:5][C:6](=[O:37])[C:7]2[CH:12]=[C:11]([O:13][CH3:14])[C:10]([NH:15][C:16]3[N:17]=[CH:18][C:19]4[N:25]([CH3:26])[C:24](=[O:27])[C:23]([F:29])([F:28])[CH2:22][N:21]([CH:30]5[CH2:34][CH2:33][CH2:32][CH2:31]5)[C:20]=4[N:35]=3)=[CH:9][C:8]=2[F:36])[CH2:2]1.C(Cl)Cl.CO.[C:43]1(=O)[CH2:47][CH2:46][CH2:45][CH2:44]1. The catalyst is CC(O)=O. The product is [CH:30]1([N:21]2[CH2:22][C:23]([F:28])([F:29])[C:24](=[O:27])[N:25]([CH3:26])[C:19]3[CH:18]=[N:17][C:16]([NH:15][C:10]4[C:11]([O:13][CH3:14])=[CH:12][C:7]([C:6]([NH:5][CH:3]5[CH2:2][N:1]([CH:43]6[CH2:47][CH2:46][CH2:45][CH2:44]6)[CH2:4]5)=[O:37])=[C:8]([F:36])[CH:9]=4)=[N:35][C:20]2=3)[CH2:34][CH2:33][CH2:32][CH2:31]1. The yield is 0.0900. (9) The reactants are [CH2:1]([C:11]1[C:15]2[S:16][C:17]3[C:21]4[S:22][C:23]([C:35]([O:37]CC)=[O:36])=[C:24]([CH2:25][CH2:26][CH2:27][CH2:28][CH2:29][CH2:30][CH2:31][CH2:32][CH2:33][CH3:34])[C:20]=4[S:19][C:18]=3[C:14]=2[S:13][C:12]=1[C:40]([O:42]CC)=[O:41])[CH2:2][CH2:3][CH2:4][CH2:5][CH2:6][CH2:7][CH2:8][CH2:9][CH3:10].[Li+].[OH-].C1COCC1. The catalyst is [I-].C([N+](CCCC)(CCCC)CCCC)CCC.CO. The product is [CH2:25]([C:24]1[C:20]2[S:19][C:18]3[C:14]4[S:13][C:12]([C:40]([OH:42])=[O:41])=[C:11]([CH2:1][CH2:2][CH2:3][CH2:4][CH2:5][CH2:6][CH2:7][CH2:8][CH2:9][CH3:10])[C:15]=4[S:16][C:17]=3[C:21]=2[S:22][C:23]=1[C:35]([OH:37])=[O:36])[CH2:26][CH2:27][CH2:28][CH2:29][CH2:30][CH2:31][CH2:32][CH2:33][CH3:34]. The yield is 0.974. (10) The reactants are [Br:1][C:2]1[CH:7]=[CH:6][C:5]([C@@H:8]([NH2:10])[CH3:9])=[CH:4][CH:3]=1.[C:11]([O-])(O)=[O:12].[Na+].ClC(Cl)(OC(=O)OC(Cl)(Cl)Cl)Cl. The catalyst is C(Cl)Cl. The product is [Br:1][C:2]1[CH:7]=[CH:6][C:5]([CH:8]([N:10]=[C:11]=[O:12])[CH3:9])=[CH:4][CH:3]=1. The yield is 0.630.